Dataset: Full USPTO retrosynthesis dataset with 1.9M reactions from patents (1976-2016). Task: Predict the reactants needed to synthesize the given product. (1) Given the product [CH3:24][O:25][C:12]1[N:11]=[N:10][C:9]([C:8]#[C:7][C:1]2[CH:6]=[CH:5][CH:4]=[CH:3][CH:2]=2)=[CH:14][CH:13]=1, predict the reactants needed to synthesize it. The reactants are: [C:1]1([C:7]#[C:8][C:9]2[N:10]=[N:11][C:12](S(C3C=CC=CC=3)(=O)=O)=[CH:13][CH:14]=2)[CH:6]=[CH:5][CH:4]=[CH:3][CH:2]=1.[CH3:24][O-:25].[Na+]. (2) Given the product [Cl:35][C:34]1[C:29]([NH:28][C:2]2[C:11]3[C:6](=[CH:7][C:8]([O:16][CH2:17][C:18]4[CH:23]=[CH:22][C:21]([O:24][CH3:25])=[CH:20][C:19]=4[O:26][CH3:27])=[CH:9][C:10]=3[O:12][CH:13]([CH3:15])[CH3:14])[N:5]=[CH:4][N:3]=2)=[C:30]2[O:38][CH2:37][O:36][C:31]2=[N:32][CH:33]=1, predict the reactants needed to synthesize it. The reactants are: Cl[C:2]1[C:11]2[C:6](=[CH:7][C:8]([O:16][CH2:17][C:18]3[CH:23]=[CH:22][C:21]([O:24][CH3:25])=[CH:20][C:19]=3[O:26][CH3:27])=[CH:9][C:10]=2[O:12][CH:13]([CH3:15])[CH3:14])[N:5]=[CH:4][N:3]=1.[NH2:28][C:29]1[C:34]([Cl:35])=[CH:33][N:32]=[C:31]2[O:36][CH2:37][O:38][C:30]=12. (3) Given the product [S:23]([CH2:2][CH2:3][CH2:4][CH2:5][CH2:6][CH2:7][O:8][C:9]1[CH:14]=[C:13]([S:15][CH2:16][C:17]([F:20])([F:19])[F:18])[C:12]([Cl:21])=[CH:11][C:10]=1[Cl:22])[C:24]#[N:25], predict the reactants needed to synthesize it. The reactants are: Br[CH2:2][CH2:3][CH2:4][CH2:5][CH2:6][CH2:7][O:8][C:9]1[CH:14]=[C:13]([S:15][CH2:16][C:17]([F:20])([F:19])[F:18])[C:12]([Cl:21])=[CH:11][C:10]=1[Cl:22].[S-:23][C:24]#[N:25].[K+].CCCCCC.C(OCC)(=O)C. (4) The reactants are: [NH2:1][C:2]1[C:11]([C:12]#[N:13])=[C:10]([C:14]2[CH:19]=[CH:18][C:17]([Cl:20])=[CH:16][C:15]=2[Cl:21])[C:9]2[CH2:8][CH2:7][C:6]3[CH:22]=[CH:23][CH:24]=[CH:25][C:5]=3[C:4]=2[N:3]=1.[H-].[H-].[H-].[H-].[Li+].[Al+3].O.C(OCC)(=O)C. Given the product [NH2:13][CH2:12][C:11]1[C:2]([NH2:1])=[N:3][C:4]2[C:5]3[CH:25]=[CH:24][CH:23]=[CH:22][C:6]=3[CH2:7][CH2:8][C:9]=2[C:10]=1[C:14]1[CH:19]=[CH:18][C:17]([Cl:20])=[CH:16][C:15]=1[Cl:21], predict the reactants needed to synthesize it.